This data is from Experimentally validated miRNA-target interactions with 360,000+ pairs, plus equal number of negative samples. The task is: Binary Classification. Given a miRNA mature sequence and a target amino acid sequence, predict their likelihood of interaction. (1) The miRNA is hsa-miR-30c-5p with sequence UGUAAACAUCCUACACUCUCAGC. The protein sequence of the target gene is MSLKPRVVDFDETWNKLLTTIKAVVMLEYVERATWNDRFSDIYALCVAYPEPLGERLYTETKIFLENHVRHLHKRVLESEEQVLVMYHRYWEEYSKGADYMDCLYRYLNTQFIKKNKLTEADLQYGYGGVDMNEPLMEIGELALDMWRKLMVEPLQAILIRMLLREIKNDRGGEDPNQKVIHGVINSFVHVEQYKKKFPLKFYQEIFESPFLTETGEYYKQEASNLLQESNCSQYMEKVLGRLKDEEIRCRKYLHPSSYTKVIHECQQRMVADHLQFLHAECHNIIRQEKKNDMANMYVL.... Result: 1 (interaction). (2) The miRNA is mmu-miR-5113 with sequence ACAGAGGAGGAGAGAGAUCCUGU. The protein sequence of the target gene is MALVDKHKVKRQRLDRICEGIRPQIMNGPLHPRPLVALLDGRDCTVEMPILKDLATVAFCDAQSTQEIHEKVLNEAVGAMMYHTITLTREDLEKFKALRVIVRIGSGYDNVDIKAAGELGIAVCNIPSAAVEETADSTVCHILNLYRRNTWLYQALREGTRVQSVEQIREVASGAARIRGETLGLIGFGRTGQAVAVRAKAFGFSVIFYDPYLQDGIERSLGVQRVYTLQDLLYQSDCVSLHCNLNEHNHHLINDFTIKQMRQGAFLVNAARGGLVDEKALAQALKEGRIRGAALDVHES.... Result: 1 (interaction). (3) The miRNA is hsa-miR-6732-3p with sequence UAACCCUGUCCUCUCCCUCCCAG. The protein sequence of the target gene is MSAEDLEAQEDELLALASIYDADEFRKAESVQGGETRIYLDLPQNFKIFVSGNSNESLQNSGFEYTICFLPPLVLNFELPPDYPSSSPPSFTLSGKWLSPTQLSALCKHLDNLWEEHRGRVVLFAWMQFLKEETLTYLNIVSPFELKMGSQKKVQRRATAQASSSTELGVGGAAAADVDQEETVDERAVQDVESLSSLIQEILDFNQARQTKCFNSKLFLCSICFCEKLGSDCMYFLECKHVYCKACLKDYFEIQIKDGQVKCLNCPEPQCPSVATPGQVKELVEADLFARYDRLLLQST.... Result: 0 (no interaction). (4) The miRNA is hsa-miR-33a-3p with sequence CAAUGUUUCCACAGUGCAUCAC. The protein sequence of the target gene is MAPERLRSRALSAFKLRGLLLRGEAIKYLTEALQSISELELEDKLEKIINAVEKQPLSSNMIERSVVEAAVQECSQSVDETIEHVFNIIGAFDIPRFVYNSERKKFLPLLMTNHPAPNLFGTPRDKAEMFRERYTILHQRTHRHELFTPPVIGSHPDESGSKFQLKTIETLLGSTTKIGDAIVLGMITQLKEGKFFLEDPTGTVQLDLSKAQFHSGLYTEACFVLAEGWFEDQVFHVNAFGFPPTEPSSTTRAYYGNINFFGGPSNTSVKTSAKLKQLEEENKDAMFVFLSDVWLDQVEV.... Result: 0 (no interaction). (5) The miRNA is mmu-miR-21a-5p with sequence UAGCUUAUCAGACUGAUGUUGA. The protein sequence of the target gene is MTSLKRSQTERPLATDRASVVGTDGTPKVHTDDFYMRRFRSQNGSLGSSVMAPVGPPRSEGSHHITSTPGVPKMGVRARIADWPPRKENIKESSRSSQEIETSSCLDSLSSKSSPVSQGSSVSLNSNDSAMLKSIQNTLKNKTRPSENMDSRFLMPEAYPSSPRKALRRIRQRSNSDITISELDVDSFDECISPTYKTGPSLHREYGSTSSIDKQGTSGESFFDLLKGYKDDKSDRGPTPTKLSDFLITGGGKGSGFSLDVIDGPISQRENLRLFKEREKPLKRRSKSETGDSSIFRKLR.... Result: 0 (no interaction). (6) The miRNA is cel-miR-789-3p with sequence UCCCUGCCUGGGUCACCAAUUGU. The protein sequence of the target gene is MGPVGAEADENQTVEVKVEPYGPGHTTPRGELPPDPEPELIDSTKLVEVQVILILAYCSIILLGVVGNSLVIHVVIKFKSMRTVTNFFIANLAVADLLVNTLCLPFTLTYTLMGEWKMGPVLCHLVPYAQGLAVQVSTITLTVIALDRHRCIVYHLESKISKRISFLIIGLAWGISALLASPLAIFREYSLIEIIPDFEIVACTEKWPGEEKSVYGTVYSLSTLLILYVLPLGIISFSYTRIWSKLRNHVSPGAASDHYHQRRHKMTKMLVCVVVVFAVSWLPLHAFQLAVDIDSHVLDL.... Result: 0 (no interaction). (7) The miRNA is mmu-miR-329-3p with sequence AACACACCCAGCUAACCUUUUU. The protein sequence of the target gene is MSAEAADREAATSSRPCTPPQTCWFEFLLEESLLEKHLRKACPDPAPVQLIVQFLEQASKPSVNEQNQVQPPPDNKRNRVLKLLALKVAAHLKWDLDILEKSLSVPVLNMLLNELLCISKVPPGTKHVDMDLSALPPTTAMAILLYNRWAIRTIVQSSFPVKQAKPGPPQLNVMNQMQQEKELTENILKVLKEQAADCILVLEAALRLNKDLYVHTMRTLDLLAVEPGTVNGETENSTAGLKIRTEEMQCQVCYDLGAAYFQQGSTDSAIYENAREKFFRTKELLAEIGSLSLHCTIDEK.... Result: 1 (interaction).